Dataset: Full USPTO retrosynthesis dataset with 1.9M reactions from patents (1976-2016). Task: Predict the reactants needed to synthesize the given product. (1) Given the product [OH:10][C:7]([CH:4]1[CH2:5][CH2:6][N:1]([C:12]([O:14][CH2:15][C:16]2[CH:21]=[CH:20][CH:19]=[CH:18][CH:17]=2)=[O:13])[CH2:2][CH2:3]1)([CH3:9])[CH3:8], predict the reactants needed to synthesize it. The reactants are: [NH:1]1[CH2:6][CH2:5][CH:4]([C:7]([OH:10])([CH3:9])[CH3:8])[CH2:3][CH2:2]1.Cl[C:12]([O:14][CH2:15][C:16]1[CH:21]=[CH:20][CH:19]=[CH:18][CH:17]=1)=[O:13].C(N(CC)CC)C. (2) Given the product [NH:1]1[C:9]2[C:4](=[CH:5][CH:6]=[CH:7][CH:8]=2)[CH:3]=[C:2]1[C:10]1[CH:11]=[C:12]([C:16]2[C:17]([N:37]([CH3:42])[S:38]([CH3:41])(=[O:39])=[O:40])=[CH:18][C:19]3[O:23][C:22]([C:24]4[CH:25]=[CH:26][C:27]([F:30])=[CH:28][CH:29]=4)=[C:21]([C:31]([OH:33])=[O:32])[C:20]=3[CH:36]=2)[CH:13]=[CH:14][CH:15]=1, predict the reactants needed to synthesize it. The reactants are: [NH:1]1[C:9]2[C:4](=[CH:5][CH:6]=[CH:7][CH:8]=2)[CH:3]=[C:2]1[C:10]1[CH:11]=[C:12]([C:16]2[C:17]([N:37]([CH3:42])[S:38]([CH3:41])(=[O:40])=[O:39])=[CH:18][C:19]3[O:23][C:22]([C:24]4[CH:29]=[CH:28][C:27]([F:30])=[CH:26][CH:25]=4)=[C:21]([C:31]([O:33]CC)=[O:32])[C:20]=3[CH:36]=2)[CH:13]=[CH:14][CH:15]=1.[Li+].[OH-]. (3) Given the product [C:1]([C:5]1[CH:10]=[CH:9][C:8]([C:14]#[C:13][Si:15]([CH3:18])([CH3:17])[CH3:16])=[C:7]([C:14]#[C:13][Si:15]([CH3:18])([CH3:17])[CH3:16])[CH:6]=1)([CH3:4])([CH3:3])[CH3:2], predict the reactants needed to synthesize it. The reactants are: [C:1]([C:5]1[CH:10]=[CH:9][C:8](Br)=[C:7](Br)[CH:6]=1)([CH3:4])([CH3:3])[CH3:2].[C:13]([Si:15]([CH3:18])([CH3:17])[CH3:16])#[CH:14]. (4) Given the product [O:10]=[C:9]1[N:4]2[N:3]=[C:2]([NH:1][C:34](=[O:37])[CH2:35][CH3:36])[C:20]([C:21]3[CH:26]=[CH:25][CH:24]=[CH:23][N:22]=3)=[C:5]2[NH:6][C:7]([C:11]2[CH:12]=[CH:13][C:14]3[N:18]([C:41](=[O:42])[CH2:40][CH3:39])[N:17]=[N:16][C:15]=3[CH:19]=2)=[CH:8]1, predict the reactants needed to synthesize it. The reactants are: [NH2:1][C:2]1[C:20]([C:21]2[CH:26]=[CH:25][CH:24]=[CH:23][N:22]=2)=[C:5]2[NH:6][C:7]([C:11]3[CH:12]=[CH:13][C:14]4[N:18]=[N:17][NH:16][C:15]=4[CH:19]=3)=[CH:8][C:9](=[O:10])[N:4]2[N:3]=1.C(N(CC)CC)C.[C:34](Cl)(=[O:37])[CH2:35][CH3:36].[CH2:39]1C[O:42][CH2:41][CH2:40]1. (5) Given the product [Cl:7][C:8]1[CH:9]=[C:10]([NH:23][C:24]2[C:25]3[S:32][C:31]([C:33]#[C:34][C:2]4[S:3][CH:4]=[CH:5][N:6]=4)=[CH:30][C:26]=3[N:27]=[CH:28][N:29]=2)[CH:11]=[CH:12][C:13]=1[O:14][CH2:15][C:16]1[CH:21]=[CH:20][CH:19]=[C:18]([F:22])[CH:17]=1, predict the reactants needed to synthesize it. The reactants are: Br[C:2]1[S:3][CH:4]=[CH:5][N:6]=1.[Cl:7][C:8]1[CH:9]=[C:10]([NH:23][C:24]2[C:25]3[S:32][C:31]([C:33]#[CH:34])=[CH:30][C:26]=3[N:27]=[CH:28][N:29]=2)[CH:11]=[CH:12][C:13]=1[O:14][CH2:15][C:16]1[CH:21]=[CH:20][CH:19]=[C:18]([F:22])[CH:17]=1.